This data is from Forward reaction prediction with 1.9M reactions from USPTO patents (1976-2016). The task is: Predict the product of the given reaction. (1) The product is: [C:1]([O:4][CH2:5][CH2:6][C:7](=[O:9])[CH2:8][Br:14])(=[O:3])[CH3:2]. Given the reactants [C:1]([O:4][CH2:5][CH2:6][C:7](=[O:9])[CH3:8])(=[O:3])[CH3:2].[Cl-].[Al+3].[Cl-].[Cl-].[Br:14]Br, predict the reaction product. (2) Given the reactants [CH3:1][O:2][C:3]1[CH:11]=[CH:10][C:6]([C:7]([OH:9])=O)=[CH:5][CH:4]=1.CN(C(ON1N=NC2C=CC=NC1=2)=[N+](C)C)C.F[P-](F)(F)(F)(F)F.CN1CCOCC1.[CH3:43][O:44][C:45]1[C:46]2[N:59]=[C:58]([NH2:60])[S:57][C:47]=2[C:48]([N:51]2[CH2:56][CH2:55][O:54][CH2:53][CH2:52]2)=[N:49][CH:50]=1, predict the reaction product. The product is: [CH3:1][O:2][C:3]1[CH:4]=[CH:5][C:6]([C:7]([NH:60][C:58]2[S:57][C:47]3[C:48]([N:51]4[CH2:56][CH2:55][O:54][CH2:53][CH2:52]4)=[N:49][CH:50]=[C:45]([O:44][CH3:43])[C:46]=3[N:59]=2)=[O:9])=[CH:10][CH:11]=1. (3) Given the reactants C1(N2CC[O:10]CC2)CCCCC=1.C(N(CC)CC)C.[C:20](Cl)(=[O:27])[C:21]1[CH:26]=[CH:25][CH:24]=[CH:23][CH:22]=1.Cl.[C:30]1(C)[CH:35]=[CH:34][CH:33]=[CH:32][CH:31]=1, predict the reaction product. The product is: [C:20]([CH:31]1[CH2:32][CH2:33][CH2:34][CH2:35][C:30]1=[O:10])(=[O:27])[C:21]1[CH:26]=[CH:25][CH:24]=[CH:23][CH:22]=1.